The task is: Regression. Given a peptide amino acid sequence and an MHC pseudo amino acid sequence, predict their binding affinity value. This is MHC class II binding data.. This data is from Peptide-MHC class II binding affinity with 134,281 pairs from IEDB. (1) The peptide sequence is RGLKLATALSLSNKF. The MHC is HLA-DPA10201-DPB10501 with pseudo-sequence HLA-DPA10201-DPB10501. The binding affinity (normalized) is 0.789. (2) The peptide sequence is FGWWRRTRRPMLAAT. The MHC is H-2-IAd with pseudo-sequence H-2-IAd. The binding affinity (normalized) is 0.127. (3) The peptide sequence is IPTAFKIGKTYTPEE. The MHC is HLA-DPA10201-DPB11401 with pseudo-sequence HLA-DPA10201-DPB11401. The binding affinity (normalized) is 0.103. (4) The peptide sequence is SGGVWREMHHLVEFE. The MHC is DRB4_0101 with pseudo-sequence DRB4_0103. The binding affinity (normalized) is 0.0655. (5) The peptide sequence is GKGTLDGQGKAVWGK. The MHC is DRB3_0202 with pseudo-sequence DRB3_0202. The binding affinity (normalized) is 0.0818. (6) The peptide sequence is CFHEFLSSKLNKFVS. The MHC is DRB1_0401 with pseudo-sequence DRB1_0401. The binding affinity (normalized) is 0.456. (7) The peptide sequence is NNLMMIEQYPYVVIM. The MHC is HLA-DPA10201-DPB10101 with pseudo-sequence HLA-DPA10201-DPB10101. The binding affinity (normalized) is 0.514. (8) The peptide sequence is GKAGCQTYKWETFLT. The MHC is DRB1_0701 with pseudo-sequence DRB1_0701. The binding affinity (normalized) is 0.168.